Task: Predict the reaction yield, written as a fraction of the theoretical maximum amount of product (1.0 means a 100% yield; for example, 0.34 means a 34% yield).. Dataset: Reaction yield outcomes from USPTO patents with 853,638 reactions The reactants are [F:1][C:2]1[C:3]([CH3:13])=[C:4]([CH2:9][C:10]([OH:12])=[O:11])[CH:5]=[CH:6][C:7]=1[F:8].OS(O)(=O)=O.[CH3:19]O. No catalyst specified. The product is [F:1][C:2]1[C:3]([CH3:13])=[C:4]([CH2:9][C:10]([O:12][CH3:19])=[O:11])[CH:5]=[CH:6][C:7]=1[F:8]. The yield is 0.950.